From a dataset of Reaction yield outcomes from USPTO patents with 853,638 reactions. Predict the reaction yield, written as a fraction of the theoretical maximum amount of product (1.0 means a 100% yield; for example, 0.34 means a 34% yield). (1) The reactants are C([O:8][N:9]=[C:10]1[C:18]2([CH2:23][CH2:22][CH2:21][CH2:20][CH2:19]2)[C:17]2[C:12](=[CH:13][CH:14]=[C:15](Br)[CH:16]=2)[NH:11]1)C1C=CC=CC=1.[C:25]([C:27]1[CH:28]=[C:29](B(O)O)[CH:30]=[CH:31][CH:32]=1)#[N:26]. The catalyst is C(#N)C1C=CC=CC=1. The product is [C:25]([C:27]1[CH:28]=[C:29]([C:15]2[CH:16]=[C:17]3[C:12](=[CH:13][CH:14]=2)[NH:11][C:10](=[N:9][OH:8])[C:18]23[CH2:23][CH2:22][CH2:21][CH2:20][CH2:19]2)[CH:30]=[CH:31][CH:32]=1)#[N:26]. The yield is 0.710. (2) The reactants are [NH:1]1[C:9]2[C:4](=[CH:5][CH:6]=[CH:7][CH:8]=2)[CH:3]=[C:2]1[CH2:10][CH2:11][C:12]([O:14][CH3:15])=[O:13].[H-].[Na+].[CH3:18]I. The catalyst is CN(C=O)C. The product is [CH3:18][N:1]1[C:9]2[C:4](=[CH:5][CH:6]=[CH:7][CH:8]=2)[CH:3]=[C:2]1[CH2:10][CH2:11][C:12]([O:14][CH3:15])=[O:13]. The yield is 0.330. (3) The reactants are [H-].[Na+].[CH2:3]([O:5][C:6](=[O:16])[CH2:7]P(OCC)(OCC)=O)[CH3:4].[CH:17]([C:19]1[N:20]([C:24]([C:37]2[CH:42]=[CH:41][CH:40]=[CH:39][CH:38]=2)([C:31]2[CH:36]=[CH:35][CH:34]=[CH:33][CH:32]=2)[C:25]2[CH:30]=[CH:29][CH:28]=[CH:27][CH:26]=2)[CH:21]=[CH:22][N:23]=1)=O.O. The catalyst is O1CCCC1. The product is [C:24]([N:20]1[CH:21]=[CH:22][N:23]=[C:19]1/[CH:17]=[CH:7]/[C:6]([O:5][CH2:3][CH3:4])=[O:16])([C:31]1[CH:32]=[CH:33][CH:34]=[CH:35][CH:36]=1)([C:37]1[CH:42]=[CH:41][CH:40]=[CH:39][CH:38]=1)[C:25]1[CH:30]=[CH:29][CH:28]=[CH:27][CH:26]=1. The yield is 0.520.